From a dataset of Full USPTO retrosynthesis dataset with 1.9M reactions from patents (1976-2016). Predict the reactants needed to synthesize the given product. (1) Given the product [OH:3]/[N:2]=[C:14](\[NH2:15])/[CH2:13][C:9]1[CH:8]=[N:7][CH:12]=[CH:11][CH:10]=1, predict the reactants needed to synthesize it. The reactants are: Cl.[NH2:2][OH:3].O(C)[Na].[N:7]1[CH:12]=[CH:11][CH:10]=[C:9]([CH2:13][C:14]#[N:15])[CH:8]=1. (2) Given the product [C:1]([O:9][C@@H:10]1[CH2:15][C@@H:14]([CH2:16][CH2:17][C:18]2[CH:19]=[CH:20][CH:21]=[CH:22][CH:23]=2)[O:13][C@@:12]([OH:39])([C@@H:24]2[CH2:28][S:27][C:26](=[O:29])[NH:25]2)[CH2:11]1)(=[O:8])[C:2]1[CH:7]=[CH:6][CH:5]=[CH:4][CH:3]=1, predict the reactants needed to synthesize it. The reactants are: [C:1]([O:9][C@@H:10]1[CH2:15][C@@H:14]([CH2:16][CH2:17][C:18]2[CH:23]=[CH:22][CH:21]=[CH:20][CH:19]=2)[O:13][C@@:12]([O:39]C)([C@@H:24]2[CH2:28][S:27][C:26](=[O:29])[N:25]2CC2C=CC(OC)=CC=2)[CH2:11]1)(=[O:8])[C:2]1[CH:7]=[CH:6][CH:5]=[CH:4][CH:3]=1.CO[C@]1([C@@H]2CSC(=O)N2CC2C=CC(OC)=CC=2)C[C@H]2C[C@@H](CCCC=CCCC(C)=CC(=O)O2)O1. (3) The reactants are: [ClH:1].O[CH2:3][CH2:4][N:5]([CH2:15][C:16]1[CH:21]=[CH:20][CH:19]=[CH:18][CH:17]=1)[CH2:6][C@@H:7]([C:9]1[CH:14]=[CH:13][CH:12]=[CH:11][CH:10]=1)O.[OH-].[Na+].C(N(CC)CC)C.CS([Cl:35])(=O)=O.[CH2:36]([NH2:39])[CH:37]=[CH2:38].C(=O)([O-])[O-].[Na+].[Na+].Cl.C(O)(C)C. Given the product [ClH:35].[ClH:1].[C:9]1([C@@H:7]2[CH2:6][N:5]([CH2:15][C:16]3[CH:21]=[CH:20][CH:19]=[CH:18][CH:17]=3)[CH2:4][CH2:3][N:39]2[CH2:36][CH:37]=[CH2:38])[CH:14]=[CH:13][CH:12]=[CH:11][CH:10]=1, predict the reactants needed to synthesize it. (4) Given the product [CH3:18][CH:17]([CH3:19])[CH2:16][CH2:15][C:12]1([CH:13]=[CH2:14])[C:11]2[C:6](=[CH:7][CH:8]=[CH:9][CH:10]=2)[C:5](=[O:20])[CH2:4][C:3]1=[O:2], predict the reactants needed to synthesize it. The reactants are: C[O:2][C:3]1[C:12]([CH2:15][CH2:16][CH:17]([CH3:19])[CH3:18])([CH:13]=[CH2:14])[C:11]2[C:6](=[CH:7][CH:8]=[CH:9][CH:10]=2)[C:5](=[O:20])[CH:4]=1.[OH-].[Na+].Cl. (5) Given the product [CH2:3]([N:5]1[C:9]([CH2:10][C:11]([OH:14])([CH3:12])[CH3:13])=[C:8]([I:1])[C:7]([C:15]#[N:16])=[N:6]1)[CH3:4], predict the reactants needed to synthesize it. The reactants are: [I:1]Cl.[CH2:3]([N:5]1[C:9]([CH2:10][C:11]([OH:14])([CH3:13])[CH3:12])=[CH:8][C:7]([C:15]#[N:16])=[N:6]1)[CH3:4].C(=O)([O-])[O-].[K+].[K+]. (6) The reactants are: [F:1][C:2]1[CH:3]=[C:4]2[C:9](=[CH:10][CH:11]=1)[CH:8]=[N:7][C:6]([NH:12][C:13](=[O:36])[O:14][CH2:15][C@@H:16]([N:22]([CH3:35])[C:23]([NH:25][CH2:26][C:27]1[CH:32]=[CH:31][CH:30]=[C:29]([F:33])[C:28]=1[Cl:34])=[O:24])[CH2:17][CH:18]([OH:21])[CH2:19][OH:20])=[CH:5]2.CO. Given the product [F:1][C:2]1[CH:3]=[C:4]2[C:9](=[CH:10][CH:11]=1)[CH:8]=[N:7][C:6]([NH:12][C:13](=[O:36])[O:14][CH2:15][C@@H:16]([N:22]([CH3:35])[C:23]([NH:25][CH2:26][C:27]1[CH:32]=[CH:31][CH:30]=[C:29]([F:33])[C:28]=1[Cl:34])=[O:24])[CH2:17][C@H:18]([OH:21])[CH2:19][OH:20])=[CH:5]2, predict the reactants needed to synthesize it. (7) Given the product [OH:1][C:2]1[CH:3]=[CH:4][C:5]([C:8]2[O:9][C:10]3[CH:19]=[CH:18][C:17]([NH:20][C:21](=[O:23])[CH3:22])=[CH:16][C:11]=3[C:12](=[O:15])[C:13]=2[O:14][CH2:8][C:5]2[CH:6]=[CH:7][CH:2]=[CH:3][CH:4]=2)=[CH:6][CH:7]=1, predict the reactants needed to synthesize it. The reactants are: [OH:1][C:2]1[CH:7]=[CH:6][C:5]([C:8]2[O:9][C:10]3[CH:19]=[CH:18][C:17]([NH:20][C:21](=[O:23])[CH3:22])=[CH:16][C:11]=3[C:12](=[O:15])[C:13]=2[OH:14])=[CH:4][CH:3]=1.